This data is from Catalyst prediction with 721,799 reactions and 888 catalyst types from USPTO. The task is: Predict which catalyst facilitates the given reaction. Reactant: C(O[C:4]([C:6]1[C:11]([NH:12][C:13](=[O:24])[CH2:14][C:15]2[C:20]([F:21])=[CH:19][C:18]([F:22])=[CH:17][C:16]=2[F:23])=[CH:10][N:9]=[N:8][CH:7]=1)=[O:5])C. Product: [F:21][C:20]1[CH:19]=[C:18]([F:22])[CH:17]=[C:16]([F:23])[C:15]=1[CH:14]1[C:13](=[O:24])[NH:12][C:11]2=[CH:10][N:9]=[N:8][CH:7]=[C:6]2[C:4]1=[O:5]. The catalyst class is: 1.